This data is from NCI-60 drug combinations with 297,098 pairs across 59 cell lines. The task is: Regression. Given two drug SMILES strings and cell line genomic features, predict the synergy score measuring deviation from expected non-interaction effect. (1) Drug 1: CN(C)N=NC1=C(NC=N1)C(=O)N. Drug 2: C1C(C(OC1N2C=NC3=C2NC=NCC3O)CO)O. Cell line: RPMI-8226. Synergy scores: CSS=12.7, Synergy_ZIP=1.95, Synergy_Bliss=7.41, Synergy_Loewe=3.65, Synergy_HSA=5.62. (2) Drug 1: CN(C)N=NC1=C(NC=N1)C(=O)N. Drug 2: CC1=C2C(C(=O)C3(C(CC4C(C3C(C(C2(C)C)(CC1OC(=O)C(C(C5=CC=CC=C5)NC(=O)OC(C)(C)C)O)O)OC(=O)C6=CC=CC=C6)(CO4)OC(=O)C)O)C)O. Cell line: DU-145. Synergy scores: CSS=27.8, Synergy_ZIP=-4.43, Synergy_Bliss=0.873, Synergy_Loewe=-20.8, Synergy_HSA=0.293. (3) Synergy scores: CSS=21.3, Synergy_ZIP=3.98, Synergy_Bliss=3.86, Synergy_Loewe=2.66, Synergy_HSA=4.42. Cell line: HCT-15. Drug 2: CC1C(C(CC(O1)OC2CC(CC3=C2C(=C4C(=C3O)C(=O)C5=C(C4=O)C(=CC=C5)OC)O)(C(=O)CO)O)N)O.Cl. Drug 1: CC1=C(C(=CC=C1)Cl)NC(=O)C2=CN=C(S2)NC3=CC(=NC(=N3)C)N4CCN(CC4)CCO. (4) Synergy scores: CSS=7.85, Synergy_ZIP=-1.11, Synergy_Bliss=2.66, Synergy_Loewe=-1.79, Synergy_HSA=0.540. Cell line: OVCAR-4. Drug 1: C1C(C(OC1N2C=NC3=C(N=C(N=C32)Cl)N)CO)O. Drug 2: CN1C(=O)N2C=NC(=C2N=N1)C(=O)N. (5) Drug 1: CN(CCCl)CCCl.Cl. Drug 2: CN(C(=O)NC(C=O)C(C(C(CO)O)O)O)N=O. Cell line: MALME-3M. Synergy scores: CSS=6.04, Synergy_ZIP=-2.51, Synergy_Bliss=2.16, Synergy_Loewe=-6.19, Synergy_HSA=0.00836. (6) Drug 1: COC1=CC(=CC(=C1O)OC)C2C3C(COC3=O)C(C4=CC5=C(C=C24)OCO5)OC6C(C(C7C(O6)COC(O7)C8=CC=CS8)O)O. Drug 2: C1CCC(C(C1)N)N.C(=O)(C(=O)[O-])[O-].[Pt+4]. Cell line: IGROV1. Synergy scores: CSS=47.5, Synergy_ZIP=-0.657, Synergy_Bliss=3.21, Synergy_Loewe=4.85, Synergy_HSA=7.48. (7) Drug 1: CCC1=CC2CC(C3=C(CN(C2)C1)C4=CC=CC=C4N3)(C5=C(C=C6C(=C5)C78CCN9C7C(C=CC9)(C(C(C8N6C)(C(=O)OC)O)OC(=O)C)CC)OC)C(=O)OC.C(C(C(=O)O)O)(C(=O)O)O. Drug 2: CC12CCC3C(C1CCC2OP(=O)(O)O)CCC4=C3C=CC(=C4)OC(=O)N(CCCl)CCCl.[Na+]. Cell line: PC-3. Synergy scores: CSS=39.5, Synergy_ZIP=2.59, Synergy_Bliss=4.73, Synergy_Loewe=-39.0, Synergy_HSA=4.76.